Predict hERG channel inhibition at various concentrations. From a dataset of hERG Central: cardiac toxicity at 1µM, 10µM, and general inhibition. (1) The molecule is COC(=O)c1cc(S(=O)(=O)NCC2CCN(CCc3ccc(OC)cc3)CC2)c[nH]1. Results: hERG_inhib (hERG inhibition (general)): blocker. (2) Results: hERG_inhib (hERG inhibition (general)): blocker. The molecule is CSCC[C@H](NC(=O)OC(C)(C)C)c1nnc(SCc2ccccc2)o1. (3) The molecule is COc1ccc(CC(C)N2CCN(c3ccccc3)CC2)cc1OC. Results: hERG_inhib (hERG inhibition (general)): blocker. (4) The molecule is O=C(N/C(=C\c1cccnc1)c1nc2ccccc2[nH]1)c1cccc(Br)c1. Results: hERG_inhib (hERG inhibition (general)): blocker. (5) The drug is Cc1cc(C)cc(NC(=O)CSc2nc(=O)n(CCCN3CCOCC3)c3c2CCCC3)c1. Results: hERG_inhib (hERG inhibition (general)): blocker.